From a dataset of Full USPTO retrosynthesis dataset with 1.9M reactions from patents (1976-2016). Predict the reactants needed to synthesize the given product. Given the product [CH3:1][C:2]1[C:7]([OH:8])=[C:6]([CH2:9][OH:10])[C:5]([CH2:11][CH:12]([C:18]([OH:20])=[O:19])[C:13]([OH:15])=[O:14])=[CH:4][N:3]=1, predict the reactants needed to synthesize it. The reactants are: [CH3:1][C:2]1[C:7]([OH:8])=[C:6]([CH2:9][OH:10])[C:5]([CH2:11][CH:12]([C:18]([O:20]CC)=[O:19])[C:13]([O:15]CC)=[O:14])=[CH:4][N:3]=1.